Dataset: Catalyst prediction with 721,799 reactions and 888 catalyst types from USPTO. Task: Predict which catalyst facilitates the given reaction. (1) Reactant: [C:1]1(P(C2C=CC=CC=2)C2C=CC=CC=2)C=CC=CC=1.N(C(OCC)=O)=NC(OCC)=O.CO.[C:34]([O:38][C:39]([N:41]1[CH2:46][CH2:45][C@@H:44]([C:47]2[CH:52]=[CH:51][CH:50]=[CH:49][C:48]=2[CH3:53])[C@@H:43]([C:54]([OH:56])=[O:55])[CH2:42]1)=[O:40])([CH3:37])([CH3:36])[CH3:35]. Product: [CH3:1][O:55][C:54]([C@@H:43]1[C@H:44]([C:47]2[CH:52]=[CH:51][CH:50]=[CH:49][C:48]=2[CH3:53])[CH2:45][CH2:46][N:41]([C:39]([O:38][C:34]([CH3:37])([CH3:35])[CH3:36])=[O:40])[CH2:42]1)=[O:56]. The catalyst class is: 1. (2) Reactant: [CH3:1][O:2][C:3]1[CH:8]=[CH:7][CH:6]=[CH:5][C:4]=1[C:9]#[C:10][C:11]([O:13][CH3:14])=[O:12].[N-:15]=[N+:16]=[N-:17].[Na+].I[CH3:20]. Product: [CH3:1][O:2][C:3]1[CH:8]=[CH:7][CH:6]=[CH:5][C:4]=1[C:9]1[N:17]([CH3:20])[N:16]=[N:15][C:10]=1[C:11]([O:13][CH3:14])=[O:12]. The catalyst class is: 136. (3) Reactant: [CH:1]1[N:2]=[C:3]([NH2:27])[C:4]2[N:9]=[CH:8][N:7]([C@@H:10]3[O:14][C@H:13]([CH2:15][C@@H:16]([NH2:24])[CH2:17][CH2:18][C@H:19]([NH2:23])[C:20]([OH:22])=[O:21])[C@@H:12]([OH:25])[C@H:11]3[OH:26])[C:5]=2[N:6]=1.[OH-].[Na+].[C:30](O[C:30]([O:32][C:33]([CH3:36])([CH3:35])[CH3:34])=[O:31])([O:32][C:33]([CH3:36])([CH3:35])[CH3:34])=[O:31].O.CO.C[C:49]([OH:51])=[O:50]. Product: [NH2:27][C:3]1[N:2]=[CH:1][N:6]=[C:5]2[C:4]=1[N:9]=[CH:8][N:7]2[C@@H:10]1[O:14][C@H:13]([CH2:15][C@@H:16]([NH:24][C:30]([O:32][C:33]([CH3:36])([CH3:35])[CH3:34])=[O:31])[CH2:17][CH2:18][C@H:19]([NH:23][C:49]([O:51][C:33]([CH3:36])([CH3:35])[CH3:34])=[O:50])[C:20]([OH:22])=[O:21])[C@@H:12]([OH:25])[C@H:11]1[OH:26]. The catalyst class is: 127. (4) Product: [C:18]([O:21][C:22]([N:4]1[CH2:5][CH2:6][N:1]([C:7]2[CH:8]=[CH:9][CH:10]=[C:11]3[C:16]=2[CH:15]=[N:14][CH:13]=[CH:12]3)[CH2:2][CH2:3]1)=[O:23])([CH3:20])([CH3:19])[CH3:17]. The catalyst class is: 2. Reactant: [N:1]1([C:7]2[CH:8]=[CH:9][CH:10]=[C:11]3[C:16]=2[CH:15]=[N:14][CH:13]=[CH:12]3)[CH2:6][CH2:5][NH:4][CH2:3][CH2:2]1.[CH3:17][C:18]([O:21][C:22](O[C:22]([O:21][C:18]([CH3:20])([CH3:19])[CH3:17])=[O:23])=[O:23])([CH3:20])[CH3:19]. (5) Reactant: [C:1]([O:5][C:6](=[O:30])[NH:7][C:8]([CH3:29])([CH3:28])[CH2:9][N:10]1[C:15](=[O:16])[NH:14][C:13](=[O:17])[N:12]([C:18]2[CH:23]=[CH:22][CH:21]=[C:20]([O:24][CH3:25])[C:19]=2[F:26])[C:11]1=[O:27])([CH3:4])([CH3:3])[CH3:2].C([O-])([O-])=O.[K+].[K+].[F:37][C:38]1[CH:45]=[CH:44][CH:43]=[C:42]([C:46]([F:49])([F:48])[F:47])[C:39]=1[CH2:40]Br. Product: [C:1]([O:5][C:6](=[O:30])[NH:7][C:8]([CH3:29])([CH3:28])[CH2:9][N:10]1[C:15](=[O:16])[N:14]([CH2:40][C:39]2[C:42]([C:46]([F:47])([F:49])[F:48])=[CH:43][CH:44]=[CH:45][C:38]=2[F:37])[C:13](=[O:17])[N:12]([C:18]2[CH:23]=[CH:22][CH:21]=[C:20]([O:24][CH3:25])[C:19]=2[F:26])[C:11]1=[O:27])([CH3:4])([CH3:2])[CH3:3]. The catalyst class is: 3. (6) Reactant: C(OC([NH:11][C@H:12]1[CH2:17][CH2:16][C@@H:15]([NH:18][C:19](=[O:25])[O:20][C:21]([CH3:24])([CH3:23])[CH3:22])[CH2:14][C@H:13]1[CH2:26][S:27]([C:30]([CH3:33])([CH3:32])[CH3:31])(=O)=O)=O)C1C=CC=CC=1. Product: [NH2:11][C@H:12]1[CH2:17][CH2:16][C@@H:15]([NH:18][C:19](=[O:25])[O:20][C:21]([CH3:22])([CH3:23])[CH3:24])[CH2:14][C@H:13]1[CH2:26][S:27][C:30]([CH3:33])([CH3:32])[CH3:31]. The catalyst class is: 19. (7) The catalyst class is: 28. Product: [ClH:35].[C:1]([C:5]1[CH:33]=[CH:32][CH:31]=[CH:30][C:6]=1[O:7][CH2:8][CH2:9][N:10]([CH3:29])[C:11]([C:13]1[C:17]2[CH2:18][NH:19][CH2:20][CH2:21][C:16]=2[NH:15][N:14]=1)=[O:12])([CH3:4])([CH3:2])[CH3:3]. Reactant: [C:1]([C:5]1[CH:33]=[CH:32][CH:31]=[CH:30][C:6]=1[O:7][CH2:8][CH2:9][N:10]([CH3:29])[C:11]([C:13]1[C:17]2[CH2:18][N:19](C(OC(C)(C)C)=O)[CH2:20][CH2:21][C:16]=2[NH:15][N:14]=1)=[O:12])([CH3:4])([CH3:3])[CH3:2].C(Cl)[Cl:35].CO.Cl.